Predict which catalyst facilitates the given reaction. From a dataset of Catalyst prediction with 721,799 reactions and 888 catalyst types from USPTO. Reactant: [F:1][C:2]1[CH:7]=[CH:6][C:5]([C:8]2[CH:13]=[CH:12][N:11]=[CH:10][C:9]=2[NH:14][CH3:15])=[C:4]([CH3:16])[CH:3]=1.CCN(C(C)C)C(C)C.[F:26][C:27]([F:42])([F:41])[C:28]1[CH:29]=[C:30]([CH:34]=[C:35]([C:37]([F:40])([F:39])[F:38])[CH:36]=1)[C:31](Cl)=[O:32]. Product: [F:1][C:2]1[CH:7]=[CH:6][C:5]([C:8]2[CH:13]=[CH:12][N:11]=[CH:10][C:9]=2[N:14]([CH3:15])[C:31](=[O:32])[C:30]2[CH:29]=[C:28]([C:27]([F:42])([F:41])[F:26])[CH:36]=[C:35]([C:37]([F:40])([F:39])[F:38])[CH:34]=2)=[C:4]([CH3:16])[CH:3]=1. The catalyst class is: 2.